This data is from Forward reaction prediction with 1.9M reactions from USPTO patents (1976-2016). The task is: Predict the product of the given reaction. (1) Given the reactants Cl.[C:2]1([CH:8]2[CH2:12][CH2:11][NH:10][CH2:9]2)[CH:7]=[CH:6][CH:5]=[CH:4][CH:3]=1.C(N(CC)C(C)C)(C)C.[Cl:22][C:23](Cl)([O:25]C(=O)OC(Cl)(Cl)Cl)Cl, predict the reaction product. The product is: [C:2]1([CH:8]2[CH2:12][CH2:11][N:10]([C:23]([Cl:22])=[O:25])[CH2:9]2)[CH:7]=[CH:6][CH:5]=[CH:4][CH:3]=1. (2) The product is: [F:1][C:2]1[CH:23]=[C:22]([C:27]#[C:26][CH2:25][OH:28])[CH:21]=[CH:20][C:3]=1[NH:4][C:5]1[C:6]([C:13]([NH:15][CH2:16][CH2:17][CH2:18][OH:19])=[O:14])=[CH:7][N:8]([CH3:12])[C:9](=[O:11])[CH:10]=1. Given the reactants [F:1][C:2]1[CH:23]=[C:22](I)[CH:21]=[CH:20][C:3]=1[NH:4][C:5]1[C:6]([C:13]([NH:15][CH2:16][CH2:17][CH2:18][OH:19])=[O:14])=[CH:7][N:8]([CH3:12])[C:9](=[O:11])[CH:10]=1.[CH2:25]([OH:28])[C:26]#[CH:27], predict the reaction product.